Dataset: Full USPTO retrosynthesis dataset with 1.9M reactions from patents (1976-2016). Task: Predict the reactants needed to synthesize the given product. Given the product [OH:4][C:5]1[CH:10]=[CH:9][CH:8]=[CH:7][C:6]=1[CH:11]=[CH:12][C:13]([NH:15][C@H:16]([C:26]([OH:28])=[O:27])[CH2:17][C:18]1[CH:23]=[CH:22][C:21]([O:24][CH3:25])=[CH:20][CH:19]=1)=[O:14], predict the reactants needed to synthesize it. The reactants are: C([O:4][C:5]1[CH:10]=[CH:9][CH:8]=[CH:7][C:6]=1[CH:11]=[CH:12][C:13]([NH:15][C@H:16]([C:26]([O:28]C)=[O:27])[CH2:17][C:18]1[CH:23]=[CH:22][C:21]([O:24][CH3:25])=[CH:20][CH:19]=1)=[O:14])(=O)C.[OH-].[Na+].